This data is from Catalyst prediction with 721,799 reactions and 888 catalyst types from USPTO. The task is: Predict which catalyst facilitates the given reaction. (1) Reactant: C(N(CC)CC)C.[C:8]([C:12]1[CH:16]=[C:15]([NH:17][C:18](=[O:26])OC2C=CC=CC=2)[N:14]([C:27]2[CH:32]=[CH:31][C:30]([CH3:33])=[CH:29][CH:28]=2)[N:13]=1)([CH3:11])([CH3:10])[CH3:9].[NH2:34][C:35]1[C:44]2[C:39](=[CH:40][CH:41]=[CH:42][CH:43]=2)[C:38]([O:45][C:46]2[CH:51]=[CH:50][N:49]=[C:48]([NH:52][C:53]3[CH:58]=[C:57]([O:59][CH2:60][CH2:61][O:62][CH2:63][CH2:64][O:65][CH2:66][CH2:67][O:68][CH3:69])[CH:56]=[C:55]([O:70][CH3:71])[CH:54]=3)[N:47]=2)=[CH:37][CH:36]=1. Product: [C:8]([C:12]1[CH:16]=[C:15]([NH:17][C:18]([NH:34][C:35]2[C:44]3[C:39](=[CH:40][CH:41]=[CH:42][CH:43]=3)[C:38]([O:45][C:46]3[CH:51]=[CH:50][N:49]=[C:48]([NH:52][C:53]4[CH:58]=[C:57]([O:59][CH2:60][CH2:61][O:62][CH2:63][CH2:64][O:65][CH2:66][CH2:67][O:68][CH3:69])[CH:56]=[C:55]([O:70][CH3:71])[CH:54]=4)[N:47]=3)=[CH:37][CH:36]=2)=[O:26])[N:14]([C:27]2[CH:32]=[CH:31][C:30]([CH3:33])=[CH:29][CH:28]=2)[N:13]=1)([CH3:11])([CH3:10])[CH3:9]. The catalyst class is: 480. (2) Reactant: [C:9](O[C:9]([O:11][C:12]([CH3:15])([CH3:14])[CH3:13])=[O:10])([O:11][C:12]([CH3:15])([CH3:14])[CH3:13])=[O:10].[NH2:16][C:17]1[CH:22]=[C:21]([CH2:23][OH:24])[CH:20]=[CH:19][N:18]=1. Product: [C:12]([O:11][C:9]([NH:16][C:17]1[CH:22]=[C:21]([CH2:23][OH:24])[CH:20]=[CH:19][N:18]=1)=[O:10])([CH3:13])([CH3:14])[CH3:15]. The catalyst class is: 107. (3) Reactant: O.NN.[CH3:4][O:5]/[N:6]=[C:7](/[C:9]1[N:14]=[C:13]([CH2:15][CH2:16][CH2:17][O:18][N:19]2C(=O)C3C(=CC=CC=3)C2=O)[CH:12]=[CH:11][CH:10]=1)\[CH3:8].[OH-].[Na+]. Product: [CH3:4][O:5]/[N:6]=[C:7](/[C:9]1[CH:10]=[CH:11][CH:12]=[C:13]([CH2:15][CH2:16][CH2:17][O:18][NH2:19])[N:14]=1)\[CH3:8]. The catalyst class is: 8. (4) Reactant: C[O:2][C:3](=[O:29])[C@@H:4]([OH:28])[CH2:5][NH:6][C:7]([C:9]1[C:13]([CH3:14])=[C:12](/[CH:15]=[C:16]2\[C:17](=[O:26])[NH:18][C:19]3[C:24]\2=[CH:23][C:22]([F:25])=[CH:21][CH:20]=3)[NH:11][C:10]=1[CH3:27])=[O:8].O[Li].O. Product: [F:25][C:22]1[CH:23]=[C:24]2[C:19](=[CH:20][CH:21]=1)[NH:18][C:17](=[O:26])/[C:16]/2=[CH:15]\[C:12]1[NH:11][C:10]([CH3:27])=[C:9]([C:7]([NH:6][CH2:5][C@H:4]([OH:28])[C:3]([OH:29])=[O:2])=[O:8])[C:13]=1[CH3:14]. The catalyst class is: 24.